This data is from Peptide-MHC class I binding affinity with 185,985 pairs from IEDB/IMGT. The task is: Regression. Given a peptide amino acid sequence and an MHC pseudo amino acid sequence, predict their binding affinity value. This is MHC class I binding data. (1) The peptide sequence is LFCLLNRYFR. The MHC is HLA-A68:01 with pseudo-sequence HLA-A68:01. The binding affinity (normalized) is 0.489. (2) The peptide sequence is KEYLPKNK. The MHC is H-2-Kb with pseudo-sequence H-2-Kb. The binding affinity (normalized) is 0.517. (3) The peptide sequence is YVIGLLPQS. The MHC is HLA-A68:02 with pseudo-sequence HLA-A68:02. The binding affinity (normalized) is 0. (4) The MHC is HLA-A02:12 with pseudo-sequence HLA-A02:12. The binding affinity (normalized) is 0.0847. The peptide sequence is LQPSDTLLF.